Task: Predict the reactants needed to synthesize the given product.. Dataset: Full USPTO retrosynthesis dataset with 1.9M reactions from patents (1976-2016) (1) The reactants are: [Br-].O[C@@H]1CCC[N+](CC(=O)NC2C=CON=2)(C)C1.[CH3:19][N:20]1[CH2:25][CH2:24][CH:23]([OH:26])[CH2:22][CH2:21]1.[Br:27]CC(NC1C=CON=1)=O.[C:37]1([CH2:43][CH2:44][CH2:45]Br)[CH:42]=[CH:41][CH:40]=[CH:39][CH:38]=1. Given the product [Br-:27].[OH:26][CH:23]1[CH2:24][CH2:25][N+:20]([CH3:19])([CH2:45][CH2:44][CH2:43][C:37]2[CH:42]=[CH:41][CH:40]=[CH:39][CH:38]=2)[CH2:21][CH2:22]1, predict the reactants needed to synthesize it. (2) Given the product [C:11]([O:10][C:9]([N:8]([C@H:16]1[CH2:24][CH2:23][CH2:22][C@H:21]([O:25][CH2:26][CH:27]([CH3:28])[CH3:29])[C@@H:20]([OH:30])[C@H:19]([CH3:31])[O:18][C:17]1=[O:32])[C:6](=[O:7])[O:5][C:1]([CH3:4])([CH3:3])[CH3:2])=[O:15])([CH3:12])([CH3:13])[CH3:14], predict the reactants needed to synthesize it. The reactants are: [C:1]([O:5][C:6]([N:8]([C@H:16]1[CH2:24][CH2:23][CH2:22][C@H:21]([O:25][CH2:26][C:27]([CH3:29])=[CH2:28])[C@@H:20]([OH:30])[C@H:19]([CH3:31])[O:18][C:17]1=[O:32])[C:9](=[O:15])[O:10][C:11]([CH3:14])([CH3:13])[CH3:12])=[O:7])([CH3:4])([CH3:3])[CH3:2].